This data is from Catalyst prediction with 721,799 reactions and 888 catalyst types from USPTO. The task is: Predict which catalyst facilitates the given reaction. (1) Reactant: [CH2:1]([O:8][C:9]1[C:10]([CH2:20][CH:21]([C:23]2[CH:28]=[CH:27][CH:26]=[C:25]([C:29]3[S:30][C:31]([CH3:34])=[CH:32][CH:33]=3)[CH:24]=2)[NH2:22])=[CH:11][C:12]([Cl:19])=[C:13]2[C:18]=1[N:17]=[CH:16][CH:15]=[CH:14]2)[C:2]1[CH:7]=[CH:6][CH:5]=[CH:4][CH:3]=1.[C:35]([C:39]1[CH:49]=[CH:48][C:42]([O:43][CH2:44][C:45](Cl)=[O:46])=[CH:41][CH:40]=1)([CH3:38])([CH3:37])[CH3:36].[Si](I)(C)(C)C. Product: [CH2:1]([O:8][C:9]1[C:10]([CH2:20][CH:21]([NH:22][C:45](=[O:46])[CH2:44][O:43][C:42]2[CH:48]=[CH:49][C:39]([C:35]([CH3:37])([CH3:36])[CH3:38])=[CH:40][CH:41]=2)[C:23]2[CH:28]=[CH:27][CH:26]=[C:25]([C:29]3[S:30][C:31]([CH3:34])=[CH:32][CH:33]=3)[CH:24]=2)=[CH:11][C:12]([Cl:19])=[C:13]2[C:18]=1[N:17]=[CH:16][CH:15]=[CH:14]2)[C:2]1[CH:7]=[CH:6][CH:5]=[CH:4][CH:3]=1.[C:35]([C:39]1[CH:49]=[CH:48][C:42]([O:43][CH2:44][C:45]([NH:22][CH:21]([C:23]2[CH:28]=[CH:27][CH:26]=[C:25]([C:29]3[S:30][C:31]([CH3:34])=[CH:32][CH:33]=3)[CH:24]=2)[CH2:20][C:10]2[C:9]([OH:8])=[C:18]3[C:13]([CH:14]=[CH:15][CH:16]=[N:17]3)=[C:12]([Cl:19])[CH:11]=2)=[O:46])=[CH:41][CH:40]=1)([CH3:38])([CH3:36])[CH3:37]. The catalyst class is: 13. (2) Reactant: [NH2:1][C:2]1[C:11]2[N:10]=[CH:9][C:8]([CH2:12][CH2:13][C:14]3[CH:19]=[CH:18][C:17]([OH:20])=[CH:16][C:15]=3[CH3:21])=[CH:7][C:6]=2[C:5]2[CH:22]=[CH:23][C:24]([CH3:26])=[CH:25][C:4]=2[N:3]=1.C(=O)([O-])[O-].[Cs+].[Cs+].Br[CH2:34][C:35]1[CH:40]=[CH:39][CH:38]=[C:37]([I:41])[CH:36]=1. Product: [I:41][C:37]1[CH:36]=[C:35]([CH:40]=[CH:39][CH:38]=1)[CH2:34][O:20][C:17]1[CH:18]=[CH:19][C:14]([CH2:13][CH2:12][C:8]2[CH:9]=[N:10][C:11]3[C:6]([CH:7]=2)=[C:5]2[CH:22]=[CH:23][C:24]([CH3:26])=[CH:25][C:4]2=[N:3][C:2]=3[NH2:1])=[C:15]([CH3:21])[CH:16]=1. The catalyst class is: 288. (3) Reactant: [Cl:1][C:2]1[CH:3]=[CH:4][C:5]([O:15][CH2:16][C:17]2[CH:22]=[CH:21][CH:20]=[C:19]([F:23])[C:18]=2[F:24])=[C:6]([C:8](=O)[CH2:9][CH2:10][C:11](=O)[CH3:12])[CH:7]=1.[NH2:25][C:26]1[CH:27]=[C:28]([CH:32]=[CH:33][C:34]=1[F:35])[C:29]([OH:31])=[O:30].CC1C=CC(S(O)(=O)=O)=CC=1. Product: [Cl:1][C:2]1[CH:3]=[CH:4][C:5]([O:15][CH2:16][C:17]2[CH:22]=[CH:21][CH:20]=[C:19]([F:23])[C:18]=2[F:24])=[C:6]([C:8]2[N:25]([C:26]3[CH:27]=[C:28]([CH:32]=[CH:33][C:34]=3[F:35])[C:29]([OH:31])=[O:30])[C:11]([CH3:12])=[CH:10][CH:9]=2)[CH:7]=1. The catalyst class is: 291. (4) Reactant: [CH3:1]O.S(Cl)(Cl)=O.[Cl:7][C:8]1[CH:9]=[C:10]([N+:18]([O-:20])=[O:19])[C:11]([CH3:17])=[C:12]([CH:16]=1)[C:13]([OH:15])=[O:14]. Product: [Cl:7][C:8]1[CH:9]=[C:10]([N+:18]([O-:20])=[O:19])[C:11]([CH3:17])=[C:12]([CH:16]=1)[C:13]([O:15][CH3:1])=[O:14]. The catalyst class is: 25.